Dataset: Retrosynthesis with 50K atom-mapped reactions and 10 reaction types from USPTO. Task: Predict the reactants needed to synthesize the given product. Given the product Cc1cc(N2CCS(=O)(=O)CC2)ncc1Br, predict the reactants needed to synthesize it. The reactants are: Cc1cc(Br)ncc1Br.O=S1(=O)CCNCC1.